Dataset: Full USPTO retrosynthesis dataset with 1.9M reactions from patents (1976-2016). Task: Predict the reactants needed to synthesize the given product. (1) Given the product [N:24]1[CH:25]=[CH:26][C:21]([CH2:20][NH:19][C:18]([C@H:15]2[CH2:16][CH2:17][C@H:12]([CH2:11][NH2:10])[CH2:13][CH2:14]2)=[O:27])=[CH:22][CH:23]=1, predict the reactants needed to synthesize it. The reactants are: C(OC(=O)[NH:10][CH2:11][C@H:12]1[CH2:17][CH2:16][C@H:15]([C:18](=[O:27])[NH:19][CH2:20][C:21]2[CH:26]=[CH:25][N:24]=[CH:23][CH:22]=2)[CH2:14][CH2:13]1)C1C=CC=CC=1.C([O-])=O.[NH4+]. (2) Given the product [C:8]([C:7]1[N:6]=[CH:5][C:4]([NH:10][C@@H:11]2[CH2:16][CH2:15][CH2:14][CH2:13][C@@H:12]2[NH:17][C:18](=[O:24])[O:19][C:20]([CH3:23])([CH3:22])[CH3:21])=[CH:3][C:2]=1[NH:25][C:26]1[CH:27]=[CH:28][C:29]([C:33]#[N:34])=[C:30]([CH3:32])[N:31]=1)#[N:9], predict the reactants needed to synthesize it. The reactants are: Br[C:2]1[CH:3]=[C:4]([NH:10][C@@H:11]2[CH2:16][CH2:15][CH2:14][CH2:13][C@@H:12]2[NH:17][C:18](=[O:24])[O:19][C:20]([CH3:23])([CH3:22])[CH3:21])[CH:5]=[N:6][C:7]=1[C:8]#[N:9].[NH2:25][C:26]1[N:31]=[C:30]([CH3:32])[C:29]([C:33]#[N:34])=[CH:28][CH:27]=1.C1(P(C2CCCCC2)C2C=CC=CC=2C2C(C(C)C)=CC(C(C)C)=CC=2C(C)C)CCCCC1.C(=O)([O-])[O-].[Cs+].[Cs+]. (3) Given the product [N:38]1([CH2:37][CH2:36][CH2:35][CH2:34][C:31]2[CH:32]=[CH:33][C:28]([NH:7][CH2:8][C:9]3[N:10]=[C:11]([C:14]4[NH:15][C:16]5[C:21]([CH:22]=4)=[CH:20][C:19]([O:23][C:24]([F:26])([F:27])[F:25])=[CH:18][CH:17]=5)[O:12][CH:13]=3)=[CH:29][CH:30]=2)[CH:42]=[CH:41][N:40]=[N:39]1, predict the reactants needed to synthesize it. The reactants are: C(OC(=O)[N:7]([C:28]1[CH:33]=[CH:32][C:31]([CH2:34][CH2:35][CH2:36][CH2:37][N:38]2[CH:42]=[CH:41][N:40]=[N:39]2)=[CH:30][CH:29]=1)[CH2:8][C:9]1[N:10]=[C:11]([C:14]2[NH:15][C:16]3[C:21]([CH:22]=2)=[CH:20][C:19]([O:23][C:24]([F:27])([F:26])[F:25])=[CH:18][CH:17]=3)[O:12][CH:13]=1)(C)(C)C. (4) Given the product [Br:1][C:2]1[CH:7]=[C:6]([CH:8]([OH:9])[CH2:10][CH3:11])[CH:5]=[CH:4][N:3]=1, predict the reactants needed to synthesize it. The reactants are: [Br:1][C:2]1[CH:7]=[C:6]([CH:8]=[O:9])[CH:5]=[CH:4][N:3]=1.[CH2:10]([Mg]Cl)[CH3:11].CCOCC.